From a dataset of Peptide-MHC class II binding affinity with 134,281 pairs from IEDB. Regression. Given a peptide amino acid sequence and an MHC pseudo amino acid sequence, predict their binding affinity value. This is MHC class II binding data. (1) The peptide sequence is SNMTQRVVIALLVLAKK. The MHC is DRB4_0103 with pseudo-sequence DRB4_0103. The binding affinity (normalized) is 0.770. (2) The MHC is DRB1_0301 with pseudo-sequence DRB1_0301. The binding affinity (normalized) is 0.295. The peptide sequence is CMTVQGGETMNSVIQ. (3) The binding affinity (normalized) is 0.445. The MHC is HLA-DQA10102-DQB10602 with pseudo-sequence HLA-DQA10102-DQB10602. The peptide sequence is DPVKLVKMWEDEVKD. (4) The peptide sequence is GELLIVDKIDAAFKI. The MHC is DRB1_1201 with pseudo-sequence DRB1_1201. The binding affinity (normalized) is 0.650. (5) The peptide sequence is PADKYRTFVATFGAA. The MHC is DRB3_0202 with pseudo-sequence DRB3_0202. The binding affinity (normalized) is 0.355. (6) The peptide sequence is VFGNCEGVKIIGISI. The MHC is DRB1_1201 with pseudo-sequence DRB1_1201. The binding affinity (normalized) is 0.386.